From a dataset of Full USPTO retrosynthesis dataset with 1.9M reactions from patents (1976-2016). Predict the reactants needed to synthesize the given product. (1) The reactants are: O1CCCC1CO.[CH3:8][O:9][C:10]1[CH:15]=[C:14]([CH2:16][C:17]2[C:18]([C:28]3[CH:33]=[CH:32][CH:31]=[CH:30][CH:29]=3)=[N:19][N:20]3[CH:25]=[C:24]([O:26][CH3:27])[CH:23]=[CH:22][C:21]=23)[N:13]=[C:12]([C:34]([O:36]C)=[O:35])[CH:11]=1.[OH-].[Na+].Cl. Given the product [CH3:8][O:9][C:10]1[CH:15]=[C:14]([CH2:16][C:17]2[C:18]([C:28]3[CH:29]=[CH:30][CH:31]=[CH:32][CH:33]=3)=[N:19][N:20]3[CH:25]=[C:24]([O:26][CH3:27])[CH:23]=[CH:22][C:21]=23)[N:13]=[C:12]([C:34]([OH:36])=[O:35])[CH:11]=1, predict the reactants needed to synthesize it. (2) The reactants are: Cl[C:2]1[S:3][C:4]2[CH:10]=[C:9]([Br:11])[CH:8]=[CH:7][C:5]=2[N:6]=1.[NH:12]1[CH2:17][CH2:16][NH:15][CH2:14][CH2:13]1.C(=O)(O)[O-].[Na+]. Given the product [Br:11][C:9]1[CH:8]=[CH:7][C:5]2[N:6]=[C:2]([N:12]3[CH2:17][CH2:16][NH:15][CH2:14][CH2:13]3)[S:3][C:4]=2[CH:10]=1, predict the reactants needed to synthesize it.